Task: Predict which catalyst facilitates the given reaction.. Dataset: Catalyst prediction with 721,799 reactions and 888 catalyst types from USPTO (1) Reactant: [H-].[Na+].[Cl:3][C:4]1[CH:13]=[CH:12][C:11]2[N:10]=[CH:9][C:8]3[NH:14][C:15](=[O:28])[N:16]([C:17]4[CH:22]=[CH:21][C:20]([C:23]([CH3:27])([CH3:26])[C:24]#[N:25])=[CH:19][CH:18]=4)[C:7]=3[C:6]=2[CH:5]=1.[C:29](Br)(=[O:36])[C:30]1[CH:35]=[CH:34][CH:33]=[CH:32][CH:31]=1. Product: [C:29]([N:14]1[C:8]2[CH:9]=[N:10][C:11]3[CH:12]=[CH:13][C:4]([Cl:3])=[CH:5][C:6]=3[C:7]=2[N:16]([C:17]2[CH:22]=[CH:21][C:20]([C:23]([CH3:26])([CH3:27])[C:24]#[N:25])=[CH:19][CH:18]=2)[C:15]1=[O:28])(=[O:36])[C:30]1[CH:35]=[CH:34][CH:33]=[CH:32][CH:31]=1. The catalyst class is: 3. (2) Reactant: [CH:1]1([N:7]2[C:12](=[O:13])[C:11]([C:14]([NH:16][CH2:17][C:18]([O:20]CC)=[O:19])=[O:15])=[C:10]([OH:23])[C:9]([C:24](OC)=[O:25])=[C:8]2[OH:28])[CH2:6][CH2:5][CH2:4][CH2:3][CH2:2]1.[CH3:29][C:30]1[N:31]=[CH:32][C:33]([CH2:36][NH2:37])=[N:34][CH:35]=1.C(O)C.[OH-].[Na+]. Product: [CH:1]1([N:7]2[C:8]([OH:28])=[C:9]([C:24]([NH:37][CH2:36][C:33]3[CH:32]=[N:31][C:30]([CH3:29])=[CH:35][N:34]=3)=[O:25])[C:10]([OH:23])=[C:11]([C:14]([NH:16][CH2:17][C:18]([OH:20])=[O:19])=[O:15])[C:12]2=[O:13])[CH2:2][CH2:3][CH2:4][CH2:5][CH2:6]1. The catalyst class is: 12. (3) Product: [F:13][C:14]1[CH:15]=[C:16]2[C:20](=[CH:21][CH:22]=1)[NH:19][C:18](=[O:23])[C:17]2=[C:24]1[C:32]2[C:27](=[CH:28][C:29]([CH2:33][CH2:34][CH:35]=[O:36])=[CH:30][CH:31]=2)[CH2:26][O:25]1. The catalyst class is: 58. Reactant: C(Cl)(=O)C(Cl)=O.ClCCl.ClCCl.[F:13][C:14]1[CH:15]=[C:16]2[C:20](=[CH:21][CH:22]=1)[NH:19][C:18](=[O:23])[C:17]2=[C:24]1[C:32]2[C:27](=[CH:28][C:29]([CH2:33][CH2:34][CH2:35][OH:36])=[CH:30][CH:31]=2)[CH2:26][O:25]1.C(N(CC)CC)C. (4) Reactant: Br[C:2]1[C:7]([F:8])=[C:6]([F:9])[C:5]([F:10])=[C:4]([F:11])[C:3]=1Br.[F:13][C:14]1[CH:19]=[CH:18][C:17](B(O)O)=[CH:16][CH:15]=1.[CH3:23][S:24][C:25]1[CH:30]=[CH:29][C:28](B(O)O)=[CH:27][CH:26]=1.C([O-])([O-])=O.[Na+].[Na+]. Product: [F:8][C:7]1[C:2]([C:28]2[CH:29]=[CH:30][C:25]([S:24][CH3:23])=[CH:26][CH:27]=2)=[C:3]([C:17]2[CH:18]=[CH:19][C:14]([F:13])=[CH:15][CH:16]=2)[C:4]([F:11])=[C:5]([F:10])[C:6]=1[F:9]. The catalyst class is: 335. (5) Reactant: [NH2:1][CH2:2][CH2:3][CH2:4][N:5]1[CH2:10][CH2:9][N:8]([CH2:11][CH2:12][CH2:13][NH2:14])[CH2:7][CH2:6]1.[CH:15]1[C:28]2[C:19](=[CH:20][C:21]3[C:26]([C:27]=2[CH:29]=O)=[CH:25][CH:24]=[CH:23][CH:22]=3)[CH:18]=[CH:17][CH:16]=1.[BH4-].[Na+].O. Product: [CH:15]1[C:28]2[C:19](=[CH:20][C:21]3[C:26]([C:27]=2[CH2:29][NH:14][CH2:13][CH2:12][CH2:11][N:8]2[CH2:7][CH2:6][N:5]([CH2:4][CH2:3][CH2:2][NH:1][CH2:29][C:27]4[C:28]5[C:19]([CH:20]=[C:21]6[C:26]=4[CH:25]=[CH:24][CH:23]=[CH:22]6)=[CH:18][CH:17]=[CH:16][CH:15]=5)[CH2:10][CH2:9]2)=[CH:25][CH:24]=[CH:23][CH:22]=3)[CH:18]=[CH:17][CH:16]=1. The catalyst class is: 8. (6) Reactant: [CH:1]1([O:6][C:7]2[N:15]=[C:14]3[C:10]([N:11]=[CH:12][N:13]3C3CCCO3)=[C:9]([NH2:21])[N:8]=2)[CH2:5][CH2:4][CH2:3][CH2:2]1.[C:22](Cl)(=[O:29])[C:23]1[CH:28]=[CH:27][CH:26]=[CH:25][CH:24]=1. Product: [CH:1]1([O:6][C:7]2[N:15]=[C:14]3[C:10]([N:11]=[CH:12][NH:13]3)=[C:9]([NH:21][C:22](=[O:29])[C:23]3[CH:28]=[CH:27][CH:26]=[CH:25][CH:24]=3)[N:8]=2)[CH2:2][CH2:3][CH2:4][CH2:5]1. The catalyst class is: 17.